Dataset: Full USPTO retrosynthesis dataset with 1.9M reactions from patents (1976-2016). Task: Predict the reactants needed to synthesize the given product. (1) The reactants are: [CH3:1][O:2][C:3]1[C:4]([CH3:14])=[C:5]([CH:9]=[C:10]([O:12][CH3:13])[CH:11]=1)[C:6]([OH:8])=O.S(Cl)([Cl:17])=O.[C:19]12([CH2:29][NH2:30])[CH2:28][CH:23]3[CH2:24][CH:25]([CH2:27][CH:21]([CH2:22]3)[CH2:20]1)[CH2:26]2. Given the product [CH3:1][O:2][C:3]1[C:4]([CH3:14])=[C:5]([CH:9]=[C:10]([O:12][CH3:13])[CH:11]=1)[C:6]([NH:30][CH2:29][C:19]12[CH2:26][CH:25]3[CH2:24][CH:23]([CH2:22][C:21]([Cl:17])([CH2:27]3)[CH2:20]1)[CH2:28]2)=[O:8], predict the reactants needed to synthesize it. (2) Given the product [F:14][C:7]1[CH:6]=[C:5]([CH2:4][C:3]([OH:15])=[O:2])[CH:10]=[CH:9][C:8]=1[N+:11]([O-:13])=[O:12], predict the reactants needed to synthesize it. The reactants are: C[O:2][C:3](=[O:15])[CH2:4][C:5]1[CH:10]=[CH:9][C:8]([N+:11]([O-:13])=[O:12])=[C:7]([F:14])[CH:6]=1.Cl. (3) Given the product [C:17]([C:19]1[CH:20]=[C:21]([CH2:25][O:1][C:2]2[N:6]([C:7]3[CH:12]=[C:11]([C:13]([O:15][CH3:16])=[O:14])[CH:10]=[CH:9][N:8]=3)[N:5]=[CH:4][CH:3]=2)[CH:22]=[CH:23][CH:24]=1)#[N:18], predict the reactants needed to synthesize it. The reactants are: [OH:1][C:2]1[N:6]([C:7]2[CH:12]=[C:11]([C:13]([O:15][CH3:16])=[O:14])[CH:10]=[CH:9][N:8]=2)[N:5]=[CH:4][CH:3]=1.[C:17]([C:19]1[CH:20]=[C:21]([CH2:25]O)[CH:22]=[CH:23][CH:24]=1)#[N:18]. (4) Given the product [CH3:32][O:31][C:27]1[CH:26]=[C:23]([CH:22]=[C:21]([O:20][CH3:19])[C:28]=1[O:29][CH3:30])[CH2:24][O:11][CH2:10][C@:9]([C:4]1[CH:5]=[CH:6][C:7]([Cl:8])=[C:2]([Cl:1])[CH:3]=1)([NH:15][CH3:16])[CH2:12][CH:13]=[CH2:14], predict the reactants needed to synthesize it. The reactants are: [Cl:1][C:2]1[CH:3]=[C:4]([C@@:9]([NH:15][CH3:16])([CH2:12][CH:13]=[CH2:14])[CH2:10][OH:11])[CH:5]=[CH:6][C:7]=1[Cl:8].[H-].[Na+].[CH3:19][O:20][C:21]1[CH:22]=[C:23]([CH:26]=[C:27]([O:31][CH3:32])[C:28]=1[O:29][CH3:30])[CH2:24]Cl.